From a dataset of Experimentally validated miRNA-target interactions with 360,000+ pairs, plus equal number of negative samples. Binary Classification. Given a miRNA mature sequence and a target amino acid sequence, predict their likelihood of interaction. (1) The miRNA is mmu-miR-3082-3p with sequence CACAUGGCACUCAACUCUGCAG. The protein sequence of the target gene is MALPFLPGNSFNRNIGKERFHKSQHWGFCNNVRMLVSENKPGVGGDLLYGQKIKPKHSVFPKGDGTDAPSWVAFDKQVLSFDAYLEDEISDKRQEIFRIRYYKIYFYLEDDTIQVNEPEVINSGLPQGTSIRRQRIPYPPPNDDQFYTVYDFNINISVVFYGRTFKIYDCDPFTKNFLKKIGIKLNPPGQCPLDPYMKMRRETLEFVDPFRPYQSFDTLKRFIQYDGKVLRFFCLWDDSTSLFGDRREFVLHYFLCDGTVEIREVLPSNSGRDAMSSFLRRGKLPKYGPPGIYQPGQITD.... Result: 1 (interaction). (2) The miRNA is rno-let-7a-5p with sequence UGAGGUAGUAGGUUGUAUAGUU. The protein sequence of the target gene is MESSSSDYYNKDNEEESLLANVASLRHELKITEWSLQSLGEELSSVSPSENSDYAPNPSRSEKLILDVQPSHPGLLNYSPYENVCKISGSSTDFQKKPRDKMFSSSAPVDQEIKSLREKLNKLRQQNACLVTQNHSLMTKFESIHFELTQSRAKVSMLESAQQQAASVPILEEQIINLEAEVSAQDKVLREAENKLEQSQKMVIEKEQSLQESKEECIKLKVDLLEQTKQGKRAERQRNEALYNAEELSKAFQQYKKKVAEKLEKVQAEEEILERNLTNCEKENKRLQERCGLYKSELEI.... Result: 0 (no interaction).